This data is from Catalyst prediction with 721,799 reactions and 888 catalyst types from USPTO. The task is: Predict which catalyst facilitates the given reaction. Reactant: [NH:1]1[C:9]2[C:4](=[CH:5][C:6]([C:10]([O:12][CH3:13])=[O:11])=[CH:7][CH:8]=2)[CH:3]=[CH:2]1.[H-].[Na+].Br[CH2:17][CH2:18][CH2:19][CH2:20][CH3:21]. Product: [CH3:13][O:12][C:10]([C:6]1[CH:5]=[C:4]2[C:9](=[CH:8][CH:7]=1)[N:1]([CH2:17][CH2:18][CH2:19][CH2:20][CH3:21])[CH:2]=[CH:3]2)=[O:11]. The catalyst class is: 9.